This data is from Forward reaction prediction with 1.9M reactions from USPTO patents (1976-2016). The task is: Predict the product of the given reaction. (1) Given the reactants [Si]([O:8][CH2:9][C@@H:10]1[CH2:14][C:13](/[CH:15]=[CH:16]/[CH3:17])=[CH:12][N:11]1[C:18]([C:20]1[CH:25]=[C:24]([O:26][CH3:27])[C:23]([O:28][Si:29]([CH:36]([CH3:38])[CH3:37])([CH:33]([CH3:35])[CH3:34])[CH:30]([CH3:32])[CH3:31])=[CH:22][C:21]=1[NH:39][C:40]([O:42][CH2:43][C:44]1[CH:49]=[CH:48][C:47]([NH:50][C:51](=[O:68])[C@@H:52]([NH:54][C:55](=[O:67])[C@@H:56]([NH:60][C:61](=[O:66])[O:62][CH2:63][CH:64]=[CH2:65])[CH:57]([CH3:59])[CH3:58])[CH3:53])=[CH:46][CH:45]=1)=[O:41])=[O:19])(C(C)(C)C)(C)C, predict the reaction product. The product is: [OH:8][CH2:9][C@@H:10]1[CH2:14][C:13](/[CH:15]=[CH:16]/[CH3:17])=[CH:12][N:11]1[C:18]([C:20]1[CH:25]=[C:24]([O:26][CH3:27])[C:23]([O:28][Si:29]([CH:36]([CH3:37])[CH3:38])([CH:33]([CH3:34])[CH3:35])[CH:30]([CH3:32])[CH3:31])=[CH:22][C:21]=1[NH:39][C:40]([O:42][CH2:43][C:44]1[CH:49]=[CH:48][C:47]([NH:50][C:51](=[O:68])[C@@H:52]([NH:54][C:55](=[O:67])[C@@H:56]([NH:60][C:61](=[O:66])[O:62][CH2:63][CH:64]=[CH2:65])[CH:57]([CH3:58])[CH3:59])[CH3:53])=[CH:46][CH:45]=1)=[O:41])=[O:19]. (2) Given the reactants Cl.C(#N)C.C([Si]([O:12][C@@H:13]([C@@H:28]([CH3:31])[CH:29]=[CH2:30])/[C:14](/[CH3:27])=[CH:15]/[CH2:16][O:17][CH2:18][C:19]1[CH:24]=[CH:23][C:22]([O:25][CH3:26])=[CH:21][CH:20]=1)(C)C)(C)(C)C, predict the reaction product. The product is: [CH3:26][O:25][C:22]1[CH:21]=[CH:20][C:19]([CH2:18][O:17][CH2:16]/[CH:15]=[C:14](\[CH3:27])/[C@@H:13]([OH:12])[C@@H:28]([CH3:31])[CH:29]=[CH2:30])=[CH:24][CH:23]=1. (3) The product is: [CH3:20][O:19][C:16]1[CH:17]=[CH:18][C:13]([C:9]2[N:4]3[N:5]=[C:6]([CH3:8])[CH:7]=[C:2]([NH:26][C@@H:22]([CH3:23])[CH2:24][CH3:25])[C:3]3=[CH:11][C:10]=2[CH3:12])=[C:14]([CH3:21])[CH:15]=1. Given the reactants Br[C:2]1[C:3]2[N:4]([C:9]([C:13]3[CH:18]=[CH:17][C:16]([O:19][CH3:20])=[CH:15][C:14]=3[CH3:21])=[C:10]([CH3:12])[CH:11]=2)[N:5]=[C:6]([CH3:8])[CH:7]=1.[C@@H:22]([NH2:26])([CH2:24][CH3:25])[CH3:23].CC1(C)C2C(=C(P(C3C=CC=CC=3)C3C=CC=CC=3)C=CC=2)OC2C(P(C3C=CC=CC=3)C3C=CC=CC=3)=CC=CC1=2.C([O-])([O-])=O.[Cs+].[Cs+], predict the reaction product.